Dataset: Forward reaction prediction with 1.9M reactions from USPTO patents (1976-2016). Task: Predict the product of the given reaction. (1) Given the reactants Br[C:2]1[CH:3]=[C:4]([NH:9][C:10]2[N:15]=[C:14]([C:16]([F:19])([F:18])[F:17])[CH:13]=[CH:12][N:11]=2)[CH:5]=[C:6]([CH3:8])[CH:7]=1.[I-:20].[Na+].C(O)CCCC.CNCCNC, predict the reaction product. The product is: [I:20][C:2]1[CH:3]=[C:4]([NH:9][C:10]2[N:15]=[C:14]([C:16]([F:19])([F:18])[F:17])[CH:13]=[CH:12][N:11]=2)[CH:5]=[C:6]([CH3:8])[CH:7]=1. (2) Given the reactants [O:1]1[CH2:3][CH:2]1[C:4]1[CH:5]=[C:6]2[C:29](=[CH:30][CH:31]=1)[C:10]1=[N:11][O:12][C:13]([C:14]3C(C(F)(F)F)=C(C4C=CC=CC=4)ON=3)=[C:9]1[CH2:8][CH2:7]2.[CH2:32]([O:34][C:35]1[CH:36]=[C:37](C2ON=C3C4C(CCC=23)=CC(C=C)=CC=4)C=[CH:39][C:40]=1[O:41][CH2:42][CH3:43])[CH3:33], predict the reaction product. The product is: [CH2:42]([O:41][C:40]1[CH:39]=[C:14]([C:13]2[O:12][N:11]=[C:10]3[C:29]4[C:6]([CH2:7][CH2:8][C:9]=23)=[CH:5][C:4]([CH:2]2[CH2:3][O:1]2)=[CH:31][CH:30]=4)[CH:37]=[CH:36][C:35]=1[O:34][CH2:32][CH3:33])[CH3:43]. (3) Given the reactants [F:1][C:2]([F:10])([C:6]([F:9])([F:8])[F:7])[CH2:3][CH2:4][OH:5].[S:11](Cl)([C:14]1[CH:20]=[CH:19][C:17]([CH3:18])=[CH:16][CH:15]=1)(=[O:13])=[O:12], predict the reaction product. The product is: [CH3:18][C:17]1[CH:19]=[CH:20][C:14]([S:11]([O:5][CH2:4][CH2:3][C:2]([F:10])([F:1])[C:6]([F:9])([F:8])[F:7])(=[O:13])=[O:12])=[CH:15][CH:16]=1. (4) Given the reactants [NH2:1][C:2]1[N:7]=[C:6]([NH:8][C@H:9]2[C@@H:13]3[O:14][C:15]([CH3:18])([CH3:17])[O:16][C@@H:12]3[C@@H:11]([CH2:19][OH:20])[CH2:10]2)[C:5]([C:21]2[S:22][C:23]3[CH:29]=[CH:28][CH:27]=[CH:26][C:24]=3[N:25]=2)=[C:4]([O:30][CH3:31])[N:3]=1.Br[C:33]1[CH:38]=[C:37]([CH3:39])[N:36]=[C:35]([CH3:40])[CH:34]=1.CC1(C)C2C(=C(P(C3C=CC=CC=3)C3C=CC=CC=3)C=CC=2)OC2C(P(C3C=CC=CC=3)C3C=CC=CC=3)=CC=CC1=2.[O-]C1C=CC=CC=1.[Na+], predict the reaction product. The product is: [S:22]1[C:23]2[CH:29]=[CH:28][CH:27]=[CH:26][C:24]=2[N:25]=[C:21]1[C:5]1[C:6]([NH:8][C@H:9]2[C@@H:13]3[O:14][C:15]([CH3:17])([CH3:18])[O:16][C@@H:12]3[C@@H:11]([CH2:19][OH:20])[CH2:10]2)=[N:7][C:2]([NH:1][C:33]2[CH:38]=[C:37]([CH3:39])[N:36]=[C:35]([CH3:40])[CH:34]=2)=[N:3][C:4]=1[O:30][CH3:31]. (5) Given the reactants [CH:1]1([CH:6]=O)[CH2:5][CH2:4][CH2:3][CH2:2]1.[C:8]([S@@:12]([NH2:14])=[O:13])([CH3:11])([CH3:10])[CH3:9].[CH3:15][Mg]Br.[Cl-].[NH4+], predict the reaction product. The product is: [CH:1]1([C@H:6]([NH:14][S@:12]([C:8]([CH3:11])([CH3:10])[CH3:9])=[O:13])[CH3:15])[CH2:5][CH2:4][CH2:3][CH2:2]1. (6) Given the reactants [F:1][C:2]1[CH:7]=[C:6]([O:8][C:9]2[C:10]3[N:17]([CH3:18])[CH:16]=[CH:15][C:11]=3[N:12]=[CH:13][N:14]=2)[CH:5]=[CH:4][C:3]=1[NH:19][C:20]([NH:22][C:23]1[CH:28]=[CH:27][CH:26]=[C:25]([C:29]([F:32])([F:31])[F:30])[CH:24]=1)=[O:21].BrBr.S([O-])([O-])(=[O:37])=S.[Na+].[Na+], predict the reaction product. The product is: [F:1][C:2]1[CH:7]=[C:6]([O:8][C:9]2[C:10]3[N:17]([CH3:18])[C:16]([OH:37])=[CH:15][C:11]=3[N:12]=[CH:13][N:14]=2)[CH:5]=[CH:4][C:3]=1[NH:19][C:20]([NH:22][C:23]1[CH:28]=[CH:27][CH:26]=[C:25]([C:29]([F:30])([F:32])[F:31])[CH:24]=1)=[O:21]. (7) Given the reactants CS([C:4]1[N:9]=[CH:8][C:7]2=[CH:10][CH:11]=[C:12]([C:13]3[CH:18]=[CH:17][C:16]([S:19]([CH3:22])(=[O:21])=[O:20])=[CH:15][CH:14]=3)[N:6]2[N:5]=1)=O.[CH3:23][N:24]1[CH2:29][CH2:28][N:27]([C:30]2[CH:35]=[CH:34][C:33]([NH2:36])=[CH:32][CH:31]=2)[CH2:26][CH2:25]1.CN1CCCC1=O, predict the reaction product. The product is: [CH3:22][S:19]([C:16]1[CH:17]=[CH:18][C:13]([C:12]2[N:6]3[C:7]([CH:8]=[N:9][C:4]([NH:36][C:33]4[CH:32]=[CH:31][C:30]([N:27]5[CH2:26][CH2:25][N:24]([CH3:23])[CH2:29][CH2:28]5)=[CH:35][CH:34]=4)=[N:5]3)=[CH:10][CH:11]=2)=[CH:14][CH:15]=1)(=[O:21])=[O:20]. (8) Given the reactants [CH3:1][N:2]1[CH:6]([C:7]([O:9][C:10]([CH3:13])([CH3:12])[CH3:11])=[O:8])[CH2:5][NH:4][C:3]1=[O:14].[F:15][C:16]1[C:21](I)=[CH:20][CH:19]=[CH:18][N:17]=1.CN(C)[C@@H]1CCCC[C@H]1N.P([O-])([O-])([O-])=O.[K+].[K+].[K+], predict the reaction product. The product is: [F:15][C:16]1[C:21]([N:4]2[CH2:5][CH:6]([C:7]([O:9][C:10]([CH3:11])([CH3:13])[CH3:12])=[O:8])[N:2]([CH3:1])[C:3]2=[O:14])=[CH:20][CH:19]=[CH:18][N:17]=1. (9) Given the reactants [CH3:1][N+:2]([CH2:5][C@H:6]([NH2:11])[CH2:7][C:8]([O-:10])=[O:9])([CH3:4])[CH3:3].C(N(C(C)C)CC)(C)C.[N:21]([C:24]1[CH:29]=[CH:28][C:27]([C:30]2[S:31][CH:32]=[CH:33][CH:34]=2)=[CH:26][CH:25]=1)=[C:22]=[O:23], predict the reaction product. The product is: [S:31]1[CH:32]=[CH:33][CH:34]=[C:30]1[C:27]1[CH:28]=[CH:29][C:24]([NH:21][C:22](=[O:23])[NH:11][C@@H:6]([CH2:5][N+:2]([CH3:3])([CH3:4])[CH3:1])[CH2:7][C:8]([O-:10])=[O:9])=[CH:25][CH:26]=1. (10) Given the reactants [C:1]1([CH2:7][S:8]([C:11]2[CH:12]=[C:13]3[C:17](=[CH:18][CH:19]=2)[NH:16][C:15](=[O:20])[CH2:14]3)(=[O:10])=[O:9])[CH:6]=[CH:5][CH:4]=[CH:3][CH:2]=1.[CH3:21][S:22]([C:25]1[C:26]([C:33]2[CH:38]=[CH:37][CH:36]=[CH:35][CH:34]=2)=[C:27]([CH:31]=O)[NH:28][C:29]=1[CH3:30])(=[O:24])=[O:23].CC1(C)C(C)(C)OB(C2C=CC=C3C=2C=CN3)O1.N1CCCCC1, predict the reaction product. The product is: [CH3:21][S:22]([C:25]1[C:26]([C:33]2[CH:38]=[CH:37][CH:36]=[CH:35][CH:34]=2)=[C:27](/[CH:31]=[C:14]2\[C:15](=[O:20])[NH:16][C:17]3[C:13]\2=[CH:12][C:11]([S:8]([CH2:7][C:1]2[CH:2]=[CH:3][CH:4]=[CH:5][CH:6]=2)(=[O:10])=[O:9])=[CH:19][CH:18]=3)[NH:28][C:29]=1[CH3:30])(=[O:24])=[O:23].